Dataset: Full USPTO retrosynthesis dataset with 1.9M reactions from patents (1976-2016). Task: Predict the reactants needed to synthesize the given product. (1) The reactants are: C(OC(=O)[NH:7][C:8]1[CH:13]=[CH:12][CH:11]=[CH:10][C:9]=1[NH:14][C:15]([C:17]1[S:21][C:20]2[CH:22]=[CH:23][C:24]([O:26][CH2:27][CH2:28][O:29][Si](C(C)(C)C)(C)C)=[CH:25][C:19]=2[CH:18]=1)=[O:16])(C)(C)C.[F-].C([N+](CCCC)(CCCC)CCCC)CCC. Given the product [NH2:7][C:8]1[CH:13]=[CH:12][CH:11]=[CH:10][C:9]=1[NH:14][C:15]([C:17]1[S:21][C:20]2[CH:22]=[CH:23][C:24]([O:26][CH2:27][CH2:28][OH:29])=[CH:25][C:19]=2[CH:18]=1)=[O:16], predict the reactants needed to synthesize it. (2) Given the product [ClH:45].[NH2:33][CH2:32][CH2:31][CH2:30][O:29][C:25]1[CH:24]=[C:23]2[C:28]([C:19]([NH:18][C:16]3[CH:17]=[C:12]([NH:11][C:9](=[O:10])[C:8]4[CH:42]=[CH:43][CH:44]=[C:6]([C:3]([C:1]#[N:2])([CH3:5])[CH3:4])[CH:7]=4)[CH:13]=[CH:14][C:15]=3[CH3:41])=[N:20][CH:21]=[N:22]2)=[CH:27][CH:26]=1, predict the reactants needed to synthesize it. The reactants are: [C:1]([C:3]([C:6]1[CH:7]=[C:8]([CH:42]=[CH:43][CH:44]=1)[C:9]([NH:11][C:12]1[CH:13]=[CH:14][C:15]([CH3:41])=[C:16]([NH:18][C:19]2[C:28]3[C:23](=[CH:24][C:25]([O:29][CH2:30][CH2:31][CH2:32][NH:33]C(=O)OC(C)(C)C)=[CH:26][CH:27]=3)[N:22]=[CH:21][N:20]=2)[CH:17]=1)=[O:10])([CH3:5])[CH3:4])#[N:2].[ClH:45]. (3) Given the product [Cl:23][C:21]1[CH:20]=[CH:19][C:18]([O:24][CH2:25][C:26]2[CH:27]=[CH:28][C:29]([Cl:32])=[CH:30][CH:31]=2)=[C:17]([C:12]2[N:11]([C:9]3[CH:8]=[N:7][CH:6]=[C:5]([CH:10]=3)[C:4]([OH:33])=[O:3])[C:15]([CH3:16])=[CH:14][CH:13]=2)[CH:22]=1, predict the reactants needed to synthesize it. The reactants are: C([O:3][C:4](=[O:33])[C:5]1[CH:10]=[C:9]([N:11]2[C:15]([CH3:16])=[CH:14][CH:13]=[C:12]2[C:17]2[CH:22]=[C:21]([Cl:23])[CH:20]=[CH:19][C:18]=2[O:24][CH2:25][C:26]2[CH:31]=[CH:30][C:29]([Cl:32])=[CH:28][CH:27]=2)[CH:8]=[N:7][CH:6]=1)C.C(O)C. (4) Given the product [O:2]=[CH:3][C@@H:4]([C@H:6]([C@@H:8]([C@@H:10]([CH2:12][OH:13])[OH:11])[OH:9])[OH:7])[OH:5].[O:14]=[CH:15][C@@H:16]([C@H:18]([C@H:20]([C@@H:22]([CH2:24][OH:25])[OH:23])[OH:21])[OH:19])[OH:17], predict the reactants needed to synthesize it. The reactants are: [Ca].[O:2]=[CH:3][C@@H:4]([C@H:6]([C@H:8]([C@@H:10]([CH2:12][OH:13])[OH:11])[OH:9])[OH:7])[OH:5].[O:14]=[CH:15][C@@H:16]([C@H:18]([C@@H:20]([C@@H:22]([CH2:24][OH:25])[OH:23])[OH:21])[OH:19])[OH:17]. (5) Given the product [Cl:47][C:44]1[CH:43]=[CH:42][C:41]([CH2:40][C@@H:39]([NH:38][C:51]([O:53][C:54]([CH3:57])([CH3:56])[CH3:55])=[O:52])[C:21]([N:18]2[CH2:17][CH2:16][CH:15]([C:10]3[CH:11]=[CH:12][CH:13]=[CH:14][C:9]=3[N:8]3[CH:3]=[CH:4][N:5]([CH3:28])[C:6]3=[O:7])[CH2:20][CH2:19]2)=[O:23])=[CH:46][CH:45]=1, predict the reactants needed to synthesize it. The reactants are: CO[CH:3](OC)[CH2:4][N:5]([CH3:28])[C:6]([NH:8][C:9]1[CH:14]=[CH:13][CH:12]=[CH:11][C:10]=1[CH:15]1[CH2:20][CH2:19][N:18]([C:21]([O:23]C(C)(C)C)=O)[CH2:17][CH2:16]1)=[O:7].C(O)(C(F)(F)F)=O.[NH:38]([C:51]([O:53][C:54]([CH3:57])([CH3:56])[CH3:55])=[O:52])[C@@H:39](C(O)=O)[CH2:40][C:41]1[CH:46]=[CH:45][C:44]([Cl:47])=[CH:43][CH:42]=1.C1C=CC2N(O)N=NC=2C=1.C(Cl)CCl.